Dataset: Catalyst prediction with 721,799 reactions and 888 catalyst types from USPTO. Task: Predict which catalyst facilitates the given reaction. Reactant: C[O:2][C:3]([C:5]1[N:6]([CH:10]2[C:19]3[C:14](=[CH:15][CH:16]=[CH:17][CH:18]=3)[CH2:13][CH2:12][CH2:11]2)[CH:7]=[N:8][CH:9]=1)=[O:4].[Li+].[OH-]. Product: [CH:10]1([N:6]2[C:5]([C:3]([OH:4])=[O:2])=[CH:9][N:8]=[CH:7]2)[C:19]2[C:14](=[CH:15][CH:16]=[CH:17][CH:18]=2)[CH2:13][CH2:12][CH2:11]1. The catalyst class is: 8.